From a dataset of Human liver microsome stability data. Regression/Classification. Given a drug SMILES string, predict its absorption, distribution, metabolism, or excretion properties. Task type varies by dataset: regression for continuous measurements (e.g., permeability, clearance, half-life) or binary classification for categorical outcomes (e.g., BBB penetration, CYP inhibition). Dataset: hlm. (1) The compound is CCOc1ccccc1CNc1ncc(C(=O)NCCCN2CCCC2=O)c(NC2CCCC2)n1. The result is 1 (stable in human liver microsomes). (2) The compound is Cn1ccc(-c2ccc(Cl)c(C(=O)NCC3(O)CCCCCC3)c2)n1. The result is 1 (stable in human liver microsomes). (3) The drug is CC1(n2cnc3cnc4[nH]ccc4c32)CCN(S(C)(=O)=O)CC1. The result is 0 (unstable in human liver microsomes). (4) The drug is CC(C)(C)[C@H]1C(O)=C(C2=NS(=O)(=O)c3c(OCc4ncon4)cccc32)C(=O)N1Cc1ccc(F)c(Cl)c1. The result is 0 (unstable in human liver microsomes). (5) The molecule is O=C1COCCN1c1ccc(C2CC(c3ccc([N+](=O)[O-])o3)=NO2)cc1F. The result is 0 (unstable in human liver microsomes). (6) The molecule is CC(=O)[C@]12CCC(C)(C)C[C@H]1[C@H]1C(=O)C=C3[C@@]4(C)C=C(C#N)C(=O)C(C)(C)[C@@H]4CC[C@@]3(C)[C@]1(C)CC2. The result is 1 (stable in human liver microsomes). (7) The drug is N#CC1CN(C(=O)c2ccc(-c3cccc4nc(NC(=O)C5CC5)nn34)cc2)C1. The result is 0 (unstable in human liver microsomes). (8) The compound is Fc1cc(N2C[C@@H]3C[C@H]2CN3C2CCC2)cc(F)c1-c1ccnc2c(-c3cccc4[nH]ncc34)c(-c3ccncc3)nn12. The result is 1 (stable in human liver microsomes).